This data is from Forward reaction prediction with 1.9M reactions from USPTO patents (1976-2016). The task is: Predict the product of the given reaction. (1) Given the reactants [Cl:1][C:2]1[CH:18]=[CH:17][C:5]2[C:6](=[O:16])[C:7]3[CH:14]=[CH:13][C:12]([OH:15])=[CH:11][C:8]=3[CH2:9][CH2:10][C:4]=2[CH:3]=1.Cl.Cl[CH2:21][CH2:22][N:23]1[CH2:28][CH2:27][O:26][CH2:25][CH2:24]1.C([O-])([O-])=O.[K+].[K+], predict the reaction product. The product is: [Cl:1][C:2]1[CH:18]=[CH:17][C:5]2[C:6](=[O:16])[C:7]3[CH:14]=[CH:13][C:12]([O:15][CH2:21][CH2:22][N:23]4[CH2:28][CH2:27][O:26][CH2:25][CH2:24]4)=[CH:11][C:8]=3[CH2:9][CH2:10][C:4]=2[CH:3]=1. (2) Given the reactants [CH3:1][N:2]1[C:10]2[C:5](=[C:6]([O:11][C:12]3[CH:21]=[CH:20][C:19]4[C:14](=[CH:15][CH:16]=[CH:17][CH:18]=4)[CH:13]=3)[CH:7]=[CH:8][CH:9]=2)[C:4]([C:22]2[O:26][N:25]=[C:24](N)[CH:23]=2)=[CH:3]1.S(O)(O)(=O)=O.NO.[OH-].[Na+], predict the reaction product. The product is: [CH3:1][N:2]1[C:10]2[C:5](=[C:6]([O:11][C:12]3[CH:21]=[CH:20][C:19]4[C:14](=[CH:15][CH:16]=[CH:17][CH:18]=4)[CH:13]=3)[CH:7]=[CH:8][CH:9]=2)[C:4]([C:22](=[O:26])[CH2:23][C:24]#[N:25])=[CH:3]1. (3) Given the reactants [C:1]([C:5]1[CH:10]=[C:9]([Cl:11])[CH:8]=[CH:7][C:6]=1[OH:12])([CH3:4])([CH3:3])[CH3:2].[CH2:13](Br)[CH:14]=[CH2:15].C(=O)([O-])[O-].[K+].[K+].C(OCC=C)C=C, predict the reaction product. The product is: [CH2:15]([C:7]1[CH:8]=[C:9]([Cl:11])[CH:10]=[C:5]([C:1]([CH3:4])([CH3:2])[CH3:3])[C:6]=1[OH:12])[CH:14]=[CH2:13]. (4) Given the reactants [C:1]([CH2:6][C:7]([O:9][CH2:10][CH3:11])=[O:8])(=[O:5])[CH2:2][CH2:3][CH3:4], predict the reaction product. The product is: [CH2:10]([O:9][C:7](=[O:8])[CH2:6][C@H:1]([OH:5])[CH2:2][CH2:3][CH3:4])[CH3:11].